Dataset: Forward reaction prediction with 1.9M reactions from USPTO patents (1976-2016). Task: Predict the product of the given reaction. The product is: [CH2:1]([O:5][CH2:6][C@@H:7]([NH:12][C:13]([C@H:15]1[O:17][C@@H:16]1[C:18]([OH:20])=[O:19])=[O:14])[CH2:8][CH:9]([CH3:11])[CH3:10])[CH:2]([CH3:3])[CH3:4]. Given the reactants [CH2:1]([O:5][CH2:6][C@@H:7]([NH:12][C:13]([C@H:15]1[O:17][C@@H:16]1[C:18]([O:20]CC)=[O:19])=[O:14])[CH2:8][CH:9]([CH3:11])[CH3:10])[CH:2]([CH3:4])[CH3:3].[OH-].[Na+], predict the reaction product.